Dataset: Retrosynthesis with 50K atom-mapped reactions and 10 reaction types from USPTO. Task: Predict the reactants needed to synthesize the given product. Given the product N#Cc1ccnc(-n2nccc2OCc2ccc(Cl)cc2OCc2ccccc2)c1, predict the reactants needed to synthesize it. The reactants are: N#Cc1ccnc(-n2nccc2O)c1.OCc1ccc(Cl)cc1OCc1ccccc1.